This data is from Peptide-MHC class I binding affinity with 185,985 pairs from IEDB/IMGT. The task is: Regression. Given a peptide amino acid sequence and an MHC pseudo amino acid sequence, predict their binding affinity value. This is MHC class I binding data. (1) The peptide sequence is NIVFSPFGY. The binding affinity (normalized) is 0.0847. The MHC is HLA-B15:01 with pseudo-sequence HLA-B15:01. (2) The peptide sequence is EWMLIAAKMK. The MHC is HLA-A31:01 with pseudo-sequence HLA-A31:01. The binding affinity (normalized) is 0.340.